The task is: Predict the product of the given reaction.. This data is from Forward reaction prediction with 1.9M reactions from USPTO patents (1976-2016). (1) Given the reactants C(O[Na])C.[OH:5][C:6]1[CH:7]=[C:8]([CH:11]=[CH:12][CH:13]=1)[CH:9]=[O:10].Br[C:15]([CH3:22])([CH3:21])[C:16]([O:18][CH2:19][CH3:20])=[O:17], predict the reaction product. The product is: [CH:9]([C:8]1[CH:7]=[C:6]([CH:13]=[CH:12][CH:11]=1)[O:5][C:15]([CH3:22])([CH3:21])[C:16]([O:18][CH2:19][CH3:20])=[O:17])=[O:10]. (2) Given the reactants [CH3:1][N:2]([CH2:13][C:14]1[N:18]([CH2:19][C:20]([NH:22][CH2:23]CCNC(=O)OC(C)(C)C)=[O:21])[C:17]2[CH:34]=[CH:35][CH:36]=[CH:37][C:16]=2[N:15]=1)[CH:3]1[C:12]2[N:11]=[CH:10][CH:9]=[CH:8][C:7]=2[CH2:6][CH2:5][CH2:4]1.CN(CC1N(CC(O)=O)C2C=CC=CC=2N=1)C1C2N=CC=CC=2CCC1.[N:64]1([C:70]([O:72][C:73]([CH3:76])([CH3:75])[CH3:74])=[O:71])[CH2:69]CN[CH2:66][CH2:65]1, predict the reaction product. The product is: [CH3:1][N:2]([CH2:13][C:14]1[N:18]([CH2:19][C:20]([N:22]2[CH2:23][CH2:69][N:64]([C:70]([O:72][C:73]([CH3:74])([CH3:76])[CH3:75])=[O:71])[CH2:65][CH2:66]2)=[O:21])[C:17]2[CH:34]=[CH:35][CH:36]=[CH:37][C:16]=2[N:15]=1)[CH:3]1[C:12]2[N:11]=[CH:10][CH:9]=[CH:8][C:7]=2[CH2:6][CH2:5][CH2:4]1. (3) Given the reactants C([O:3][C:4]([C@H:6]1[CH2:11][CH2:10][C@@H:9]([N:12]2[CH:16]=[CH:15][CH:14]=[N:13]2)[CH2:8][CH2:7]1)=[O:5])C.[OH-].[Na+].Cl, predict the reaction product. The product is: [N:12]1([C@@H:9]2[CH2:8][CH2:7][C@H:6]([C:4]([OH:5])=[O:3])[CH2:11][CH2:10]2)[CH:16]=[CH:15][CH:14]=[N:13]1.